Dataset: Forward reaction prediction with 1.9M reactions from USPTO patents (1976-2016). Task: Predict the product of the given reaction. (1) The product is: [CH3:10][CH:11]([N:13]1[C:17]([CH3:18])=[C:16]([CH:23]([C:22]2[CH:25]=[CH:26][C:27]([O:29][CH3:30])=[CH:28][C:21]=2[F:20])[O:24][CH2:2][CH3:3])[C:15](=[O:19])[NH:14]1)[CH3:12]. Given the reactants N1CC[CH2:3][CH2:2]1.C(O)(=O)C.[CH3:10][CH:11]([N:13]1[C:17]([CH3:18])=[CH:16][C:15](=[O:19])[NH:14]1)[CH3:12].[F:20][C:21]1[CH:28]=[C:27]([O:29][CH3:30])[CH:26]=[CH:25][C:22]=1[CH:23]=[O:24], predict the reaction product. (2) Given the reactants Cl[C:2]1[N:11]=[CH:10][C:9]([O:12][C:13]2[CH:18]=[CH:17][C:16]([N+:19]([O-:21])=[O:20])=[CH:15][CH:14]=2)=[CH:8][C:3]=1[C:4]([O:6][CH3:7])=[O:5].ClC1C(OC2C=CC([N+]([O-])=O)=CC=2)=CC(C(OC)=O)=CN=1.[CH2:43]([O:50][NH:51]C1C(OC2C=CC([N+]([O-])=O)=CC=2)=CC(C(OC)=O)=CN=1)[C:44]1[CH:49]=[CH:48][CH:47]=[CH:46][CH:45]=1, predict the reaction product. The product is: [CH2:43]([O:50][NH:51][C:2]1[N:11]=[CH:10][C:9]([O:12][C:13]2[CH:18]=[CH:17][C:16]([N+:19]([O-:21])=[O:20])=[CH:15][CH:14]=2)=[CH:8][C:3]=1[C:4]([O:6][CH3:7])=[O:5])[C:44]1[CH:49]=[CH:48][CH:47]=[CH:46][CH:45]=1.